Dataset: Forward reaction prediction with 1.9M reactions from USPTO patents (1976-2016). Task: Predict the product of the given reaction. (1) Given the reactants [Br:1][C:2]1[C:7]([OH:8])=[CH:6][CH:5]=[CH:4][N:3]=1.C(=O)([O-])[O-].[K+].[K+].[I:15]I.S(S([O-])=O)([O-])(=O)=O.[Na+].[Na+].Cl, predict the reaction product. The product is: [Br:1][C:2]1[C:7]([OH:8])=[CH:6][CH:5]=[C:4]([I:15])[N:3]=1. (2) Given the reactants I[C:2]1[C:10]([CH3:11])=[CH:9][C:8]([CH3:12])=[C:7]2[C:3]=1[CH:4]=[CH:5][N:6]2[S:13]([C:16]1[CH:22]=[CH:21][C:19]([CH3:20])=[CH:18][CH:17]=1)(=[O:15])=[O:14].CN([CH:26]=[O:27])C.C([Li])CCC.CCCCCC, predict the reaction product. The product is: [CH3:11][C:10]1[CH:9]=[C:8]([CH3:12])[C:7]2[N:6]([S:13]([C:16]3[CH:22]=[CH:21][C:19]([CH3:20])=[CH:18][CH:17]=3)(=[O:15])=[O:14])[CH:5]=[CH:4][C:3]=2[C:2]=1[CH:26]=[O:27]. (3) The product is: [CH:20]([C:18]1[N:19]=[C:15]([CH2:14][CH2:13][C:11]2[CH:10]=[CH:9][N:5]3[C:6](=[O:8])[CH:7]=[C:2]([N:41]4[CH2:46][CH2:45][O:44][CH2:43][CH2:42]4)[N:3]=[C:4]3[CH:12]=2)[S:16][CH:17]=1)([CH3:22])[CH3:21]. Given the reactants O[C:2]1[N:3]=[C:4]2[CH:12]=[C:11]([CH2:13][CH2:14][C:15]3[S:16][CH:17]=[C:18]([CH:20]([CH3:22])[CH3:21])[N:19]=3)[CH:10]=[CH:9][N:5]2[C:6](=[O:8])[CH:7]=1.C(N(CC)CC)C.C1(C)C=CC(S(Cl)(=O)=O)=CC=1.[NH:41]1[CH2:46][CH2:45][O:44][CH2:43][CH2:42]1, predict the reaction product.